This data is from Peptide-MHC class I binding affinity with 185,985 pairs from IEDB/IMGT. The task is: Regression. Given a peptide amino acid sequence and an MHC pseudo amino acid sequence, predict their binding affinity value. This is MHC class I binding data. (1) The MHC is HLA-A02:01 with pseudo-sequence HLA-A02:01. The binding affinity (normalized) is 0.750. The peptide sequence is GLLDSIKMI. (2) The peptide sequence is KILAIIFLVL. The MHC is HLA-A02:01 with pseudo-sequence HLA-A02:01. The binding affinity (normalized) is 0.450. (3) The MHC is HLA-B40:01 with pseudo-sequence HLA-B40:01. The peptide sequence is SSSGMDAYY. The binding affinity (normalized) is 0.0847. (4) The peptide sequence is EIIELTRTL. The MHC is HLA-B08:01 with pseudo-sequence HLA-B08:01. The binding affinity (normalized) is 0.0847. (5) The peptide sequence is IRKVEWPDL. The MHC is HLA-A02:12 with pseudo-sequence HLA-A02:12. The binding affinity (normalized) is 0.253. (6) The peptide sequence is LPIDKCSRI. The MHC is HLA-A02:06 with pseudo-sequence HLA-A02:06. The binding affinity (normalized) is 0. (7) The peptide sequence is APAHVSTIGV. The MHC is HLA-B07:02 with pseudo-sequence HLA-B07:02. The binding affinity (normalized) is 0.673.